Dataset: Forward reaction prediction with 1.9M reactions from USPTO patents (1976-2016). Task: Predict the product of the given reaction. Given the reactants [C:1]([C:3]1[CH:8]=[CH:7][C:6]([C@H:9]([O:11][C:12](=[O:27])[NH:13][C:14]2[C:15]([CH3:26])=[N:16][O:17][C:18]=2[C:19]2[CH:24]=[CH:23][C:22](Br)=[CH:21][CH:20]=2)[CH3:10])=[CH:5][CH:4]=1)#[N:2].[CH2:28]([O:30][C:31]([C:33]1([C:36]2[CH:41]=[CH:40][C:39](B3OC(C)(C)C(C)(C)O3)=[CH:38][CH:37]=2)[CH2:35][CH2:34]1)=[O:32])[CH3:29], predict the reaction product. The product is: [CH2:28]([O:30][C:31]([C:33]1([C:36]2[CH:41]=[CH:40][C:39]([C:22]3[CH:23]=[CH:24][C:19]([C:18]4[O:17][N:16]=[C:15]([CH3:26])[C:14]=4[NH:13][C:12]([O:11][C@@H:9]([C:6]4[CH:7]=[CH:8][C:3]([C:1]#[N:2])=[CH:4][CH:5]=4)[CH3:10])=[O:27])=[CH:20][CH:21]=3)=[CH:38][CH:37]=2)[CH2:34][CH2:35]1)=[O:32])[CH3:29].